Task: Predict the reactants needed to synthesize the given product.. Dataset: Full USPTO retrosynthesis dataset with 1.9M reactions from patents (1976-2016) (1) Given the product [CH2:1]([S:5][CH2:6][C:7]([C:10]1[NH:11][C:12]2[C:17]([CH:18]=1)=[CH:16][C:15]([N+:19]([O-:21])=[O:20])=[C:14]([C:22]([F:24])([F:25])[F:23])[CH:13]=2)([OH:9])[CH3:8])[CH2:2][CH2:3][CH3:4], predict the reactants needed to synthesize it. The reactants are: [CH2:1]([S:5][CH2:6][C:7]([C:10]1[N:11](S(C)(=O)=O)[C:12]2[C:17]([CH:18]=1)=[CH:16][C:15]([N+:19]([O-:21])=[O:20])=[C:14]([C:22]([F:25])([F:24])[F:23])[CH:13]=2)([OH:9])[CH3:8])[CH2:2][CH2:3][CH3:4].[OH-].[Na+]. (2) Given the product [CH2:29]([CH:28]([N:19]1[C:18]2[CH:33]=[CH:34][C:15]([C:13]([NH:12][C:5]3([C:3]([OH:4])=[O:2])[CH2:11][CH2:10][CH2:9][CH2:8][CH2:7][CH2:6]3)=[O:14])=[CH:16][C:17]=2[N:21]=[C:20]1[CH2:22][C:23]1[S:24][CH:25]=[CH:26][CH:27]=1)[CH2:31][CH3:32])[CH3:30], predict the reactants needed to synthesize it. The reactants are: C[O:2][C:3]([C:5]1([NH:12][C:13]([C:15]2[CH:34]=[CH:33][C:18]3[N:19]([CH:28]([CH2:31][CH3:32])[CH2:29][CH3:30])[C:20]([CH2:22][C:23]4[S:24][CH:25]=[CH:26][CH:27]=4)=[N:21][C:17]=3[CH:16]=2)=[O:14])[CH2:11][CH2:10][CH2:9][CH2:8][CH2:7][CH2:6]1)=[O:4].C1COCC1.[OH-].[Na+].Cl.